Task: Predict which catalyst facilitates the given reaction.. Dataset: Catalyst prediction with 721,799 reactions and 888 catalyst types from USPTO (1) Reactant: F[C:2]1[CH:9]=[CH:8][C:5]([CH:6]=[O:7])=[CH:4][CH:3]=1.[CH3:10][O:11][C:12]1[CH:13]=[C:14]([OH:18])[CH:15]=[CH:16][CH:17]=1.C(=O)([O-])[O-].[Cs+].[Cs+]. Product: [CH3:10][O:11][C:12]1[CH:13]=[C:14]([CH:15]=[CH:16][CH:17]=1)[O:18][C:2]1[CH:9]=[CH:8][C:5]([CH:6]=[O:7])=[CH:4][CH:3]=1. The catalyst class is: 9. (2) Reactant: ClC1C=C(S[C:10]2[NH:11][C:12]3[CH:17]=[CH:16][N:15]=[C:14]([NH2:18])[C:13]=3[N:19]=2)C=C(Cl)C=1.C([O-])([O-])=O.[Cs+].[Cs+].BrCCCBr. Product: [NH:11]1[C:12]2[CH:17]=[CH:16][N:15]=[C:14]([NH2:18])[C:13]=2[N:19]=[CH:10]1. The catalyst class is: 3. (3) The catalyst class is: 2. Reactant: [CH2:1]([S:3]([NH:6][CH:7]1[C@@H:11]2[CH2:12][N:13]([C:15]3[N:20]=[C:19]([C:21]4[O:25][C:24]([C:26]5[CH:31]=[CH:30][C:29]([CH2:32][N:33](C)[C:34](=O)OC(C)(C)C)=[CH:28][CH:27]=5)=[N:23][N:22]=4)[C:18]([N:42](C(OC(C)(C)C)=O)C(OC(C)(C)C)=O)=[N:17][CH:16]=3)[CH2:14][C@@H:10]2[CH2:9][CH2:8]1)(=[O:5])=[O:4])[CH3:2].C(O)(C(F)(F)F)=O. Product: [NH2:42][C:18]1[N:17]=[CH:16][C:15]([N:13]2[CH2:14][C@@H:10]3[CH2:9][CH2:8][CH:7]([NH:6][S:3]([CH2:1][CH3:2])(=[O:5])=[O:4])[C@@H:11]3[CH2:12]2)=[N:20][C:19]=1[C:21]1[O:25][C:24]([C:26]2[CH:27]=[CH:28][C:29]([CH2:32][NH:33][CH3:34])=[CH:30][CH:31]=2)=[N:23][N:22]=1. (4) Reactant: [CH3:1][O:2][C:3](=[O:12])[CH:4]([OH:11])[C:5]1[S:6][C:7]([CH3:10])=[CH:8][CH:9]=1.C(N(C(C)C)C(C)C)C.[CH3:22][S:23](Cl)(=[O:25])=[O:24]. Product: [CH3:1][O:2][C:3](=[O:12])[CH:4]([O:11][S:23]([CH3:22])(=[O:25])=[O:24])[C:5]1[S:6][C:7]([CH3:10])=[CH:8][CH:9]=1. The catalyst class is: 2. (5) Reactant: C([O:3][C:4]([C:6]1[N:7]([CH2:27][CH2:28][CH2:29][O:30][CH3:31])[C:8]2[C:16]([CH:17]=1)=[C:15]1[C:11]([C:12](=[O:19])[NH:13][C:14]1=[O:18])=[C:10]([C:20]1[CH:25]=[CH:24][CH:23]=[CH:22][C:21]=1[Cl:26])[CH:9]=2)=[O:5])C.CC(C)([O-])C.[K+]. Product: [Cl:26][C:21]1[CH:22]=[CH:23][CH:24]=[CH:25][C:20]=1[C:10]1[CH:9]=[C:8]2[C:16]([CH:17]=[C:6]([C:4]([OH:5])=[O:3])[N:7]2[CH2:27][CH2:28][CH2:29][O:30][CH3:31])=[C:15]2[C:11]=1[C:12](=[O:19])[NH:13][C:14]2=[O:18]. The catalyst class is: 107. (6) Reactant: [Br:1][C:2]1[CH:7]=[CH:6][C:5]([F:8])=[CH:4][C:3]=1[CH2:9][O:10]COC.BrC1C=CC(F)=CC=1C(O)=O.B.O1CCCC1.O. Product: [Br:1][C:2]1[CH:7]=[CH:6][C:5]([F:8])=[CH:4][C:3]=1[CH2:9][OH:10]. The catalyst class is: 7. (7) Reactant: [OH:1][CH2:2][C@@H:3]1[CH2:8][NH:7][CH2:6][CH2:5][N:4]1[C:9]([O:11][C:12]([CH3:15])([CH3:14])[CH3:13])=[O:10].[CH3:16][C:17]1[O:18][CH:19]=[C:20]([CH:22]=O)[N:21]=1.B.N1C=CC=CC=1C. Product: [OH:1][CH2:2][C@@H:3]1[CH2:8][N:7]([CH2:22][C:20]2[N:21]=[C:17]([CH3:16])[O:18][CH:19]=2)[CH2:6][CH2:5][N:4]1[C:9]([O:11][C:12]([CH3:15])([CH3:14])[CH3:13])=[O:10]. The catalyst class is: 130. (8) Reactant: O.O.[Sn](Cl)Cl.[N:6]1([C:12]2[CH:19]=[CH:18][C:15]([C:16]#[N:17])=[C:14]([N+:20]([O-])=O)[CH:13]=2)[CH2:11][CH2:10][O:9][CH2:8][CH2:7]1.[OH-].[Na+]. Product: [NH2:20][C:14]1[CH:13]=[C:12]([N:6]2[CH2:7][CH2:8][O:9][CH2:10][CH2:11]2)[CH:19]=[CH:18][C:15]=1[C:16]#[N:17]. The catalyst class is: 33. (9) Reactant: [O:1]([C:8]1[CH:28]=[CH:27][CH:26]=[CH:25][C:9]=1[C:10]([NH:12][C:13]1[CH:18]=[CH:17][CH:16]=[CH:15][C:14]=1/[CH:19]=[CH:20]/[C:21](OC)=[O:22])=[O:11])[C:2]1[CH:7]=[CH:6][CH:5]=[CH:4][CH:3]=1.[OH-:29].[Na+].[NH2:31]O. Product: [OH:29][NH:31][C:21](=[O:22])/[CH:20]=[CH:19]/[C:14]1[CH:15]=[CH:16][CH:17]=[CH:18][C:13]=1[NH:12][C:10](=[O:11])[C:9]1[CH:25]=[CH:26][CH:27]=[CH:28][C:8]=1[O:1][C:2]1[CH:7]=[CH:6][CH:5]=[CH:4][CH:3]=1. The catalyst class is: 36. (10) Reactant: [NH2:1][C:2]([C:7]1[CH:12]=[CH:11][CH:10]=[C:9]([Br:13])[N:8]=1)([CH3:6])[C:3]([OH:5])=[O:4].[CH3:14][C:15]([O:18][C:19](O[C:19]([O:18][C:15]([CH3:17])([CH3:16])[CH3:14])=[O:20])=[O:20])([CH3:17])[CH3:16].[OH-].C[N+](C)(C)C. Product: [Br:13][C:9]1[N:8]=[C:7]([C:2]([NH:1][C:19]([O:18][C:15]([CH3:17])([CH3:16])[CH3:14])=[O:20])([CH3:6])[C:3]([OH:5])=[O:4])[CH:12]=[CH:11][CH:10]=1. The catalyst class is: 382.